Dataset: Forward reaction prediction with 1.9M reactions from USPTO patents (1976-2016). Task: Predict the product of the given reaction. (1) Given the reactants CS(C)=O.[OH:5][CH2:6][CH2:7][CH2:8][N:9]1[CH2:14][CH2:13][CH:12]([CH2:15][CH2:16][CH2:17][O:18][C:19]2[CH:26]=[CH:25][C:22]([C:23]#[N:24])=[CH:21][CH:20]=2)[CH2:11][CH2:10]1.[NH2:27][OH:28], predict the reaction product. The product is: [OH:28][N:27]=[C:23]([NH2:24])[C:22]1[CH:21]=[CH:20][C:19]([O:18][CH2:17][CH2:16][CH2:15][CH:12]2[CH2:11][CH2:10][N:9]([CH2:8][CH2:7][CH2:6][OH:5])[CH2:14][CH2:13]2)=[CH:26][CH:25]=1. (2) Given the reactants [CH:1]([C:4]1[CH:9]=[CH:8][C:7]([CH:10]2[C:14]3[C:15]([CH3:22])=[C:16]([OH:21])[C:17]([CH3:20])=[C:18]([CH3:19])[C:13]=3[O:12][C:11]2([CH3:24])[CH3:23])=[CH:6][CH:5]=1)([CH3:3])[CH3:2].Br[CH2:26][CH:27]=[CH:28][C:29]1[CH:34]=[CH:33][CH:32]=[CH:31][CH:30]=1, predict the reaction product. The product is: [CH:1]([C:4]1[CH:9]=[CH:8][C:7]([CH:10]2[C:14]3[C:15]([CH3:22])=[C:16]([O:21][CH2:26][CH:27]=[CH:28][C:29]4[CH:34]=[CH:33][CH:32]=[CH:31][CH:30]=4)[C:17]([CH3:20])=[C:18]([CH3:19])[C:13]=3[O:12][C:11]2([CH3:24])[CH3:23])=[CH:6][CH:5]=1)([CH3:3])[CH3:2]. (3) Given the reactants N(OC(C)(C)C)=O.N[C:9]1[S:10][C:11]([C:20]([O:22][CH2:23][CH3:24])=[O:21])=[C:12]([C:14]2[CH:19]=[CH:18][CH:17]=[CH:16][CH:15]=2)[N:13]=1.[ClH:25], predict the reaction product. The product is: [Cl:25][C:9]1[S:10][C:11]([C:20]([O:22][CH2:23][CH3:24])=[O:21])=[C:12]([C:14]2[CH:19]=[CH:18][CH:17]=[CH:16][CH:15]=2)[N:13]=1. (4) Given the reactants [F:1][C:2]1[C:11]([F:12])=[C:10]2[C:5]([CH2:6][CH2:7][CH:8]([CH2:13][CH2:14][CH2:15][CH2:16][CH3:17])[O:9]2)=[C:4](I)[C:3]=1[OH:19].C([C:22]1[CH:27]=[CH:26][CH:25]=[CH:24][C:23]=1[CH2:28][CH2:29][CH3:30])#C.Cl.[CH2:32](N(CC)CC)[CH3:33], predict the reaction product. The product is: [F:1][C:2]1[C:11]([F:12])=[C:10]2[C:5]([CH2:6][CH2:7][CH:8]([CH2:13][CH2:14][CH2:15][CH2:16][CH3:17])[O:9]2)=[C:4]2[CH:32]=[C:33]([C:26]3[CH:27]=[CH:22][C:23]([CH2:28][CH2:29][CH3:30])=[CH:24][CH:25]=3)[O:19][C:3]=12.